From a dataset of Full USPTO retrosynthesis dataset with 1.9M reactions from patents (1976-2016). Predict the reactants needed to synthesize the given product. (1) Given the product [C:16]([C:18]1[CH:25]=[CH:24][C:21]([CH2:22][N:5]2[CH2:6][CH:7]([C:9]([O:11][C:12]([CH3:15])([CH3:14])[CH3:13])=[O:10])[CH2:8]2)=[CH:20][CH:19]=1)#[N:17], predict the reactants needed to synthesize it. The reactants are: C(O)(=O)C.[NH:5]1[CH2:8][CH:7]([C:9]([O:11][C:12]([CH3:15])([CH3:14])[CH3:13])=[O:10])[CH2:6]1.[C:16]([C:18]1[CH:25]=[CH:24][C:21]([CH:22]=O)=[CH:20][CH:19]=1)#[N:17].C([BH3-])#N.[Na+]. (2) Given the product [C:28]([N:27]1[C:24]2[CH:25]=[CH:26][C:21]([C:18]3[CH:17]=[N:16][C:15]([NH2:14])=[N:20][CH:19]=3)=[CH:22][C:23]=2[N:32]=[C:8]1[C:7]1[CH:10]=[CH:11][CH:12]=[CH:13][C:6]=1[C:2]1[S:1][CH:5]=[CH:4][N:3]=1)([CH3:31])([CH3:29])[CH3:30], predict the reactants needed to synthesize it. The reactants are: [S:1]1[CH:5]=[CH:4][N:3]=[C:2]1[C:6]1[CH:13]=[CH:12][CH:11]=[CH:10][C:7]=1[CH:8]=O.[NH2:14][C:15]1[N:20]=[CH:19][C:18]([C:21]2[CH:22]=[C:23]([NH2:32])[C:24]([NH:27][C:28]([CH3:31])([CH3:30])[CH3:29])=[CH:25][CH:26]=2)=[CH:17][N:16]=1.O.C([O-])(O)=O.[Na+]. (3) Given the product [F:1][C:2]1[CH:7]=[CH:6][C:5]([C:8]2[O:9][C:10]3[CH:20]=[CH:19][C:18]([C:21]4[CH:26]=[C:25]([C:27](=[O:36])[NH:28][C:29]5([C:32]6[N:35]=[C:39]([CH3:40])[O:34][N:33]=6)[CH2:30][CH2:31]5)[CH:24]=[CH:23][C:22]=4[CH3:37])=[CH:17][C:11]=3[C:12]=2[C:13]([NH:15][CH3:16])=[O:14])=[CH:4][CH:3]=1, predict the reactants needed to synthesize it. The reactants are: [F:1][C:2]1[CH:7]=[CH:6][C:5]([C:8]2[O:9][C:10]3[CH:20]=[CH:19][C:18]([C:21]4[CH:26]=[C:25]([C:27](=[O:36])[NH:28][C:29]5([C:32](=[NH:35])[NH:33][OH:34])[CH2:31][CH2:30]5)[CH:24]=[CH:23][C:22]=4[CH3:37])=[CH:17][C:11]=3[C:12]=2[C:13]([NH:15][CH3:16])=[O:14])=[CH:4][CH:3]=1.N1C=CC=[CH:40][CH:39]=1.C(Cl)(=O)C. (4) Given the product [F:1][C:2]1[CH:8]=[CH:7][C:5]([NH:6][C:9](=[O:10])[C:4]2[CH:5]=[CH:7][CH:8]=[CH:2][CH:3]=2)=[C:4]([CH3:9])[CH:3]=1, predict the reactants needed to synthesize it. The reactants are: [F:1][C:2]1[CH:8]=[CH:7][C:5]([NH2:6])=[C:4]([CH3:9])[CH:3]=1.[OH-:10].[Na+]. (5) Given the product [CH3:1][O:2][C:3]1[CH:4]=[C:5]2[C:10](=[CH:11][C:12]=1[O:13][CH3:14])[N:9]=[CH:8][CH:7]=[C:6]2[O:15][C:16]1[C:25]([F:26])=[CH:24][C:19]2[N:20]=[C:21]([NH:23][C:41](=[O:42])[CH2:40][C:34]3[CH:39]=[CH:38][CH:37]=[CH:36][CH:35]=3)[S:22][C:18]=2[CH:17]=1, predict the reactants needed to synthesize it. The reactants are: [CH3:1][O:2][C:3]1[CH:4]=[C:5]2[C:10](=[CH:11][C:12]=1[O:13][CH3:14])[N:9]=[CH:8][CH:7]=[C:6]2[O:15][C:16]1[C:25]([F:26])=[CH:24][C:19]2[N:20]=[C:21]([NH2:23])[S:22][C:18]=2[CH:17]=1.CCN(CC)CC.[C:34]1([CH2:40][C:41](Cl)=[O:42])[CH:39]=[CH:38][CH:37]=[CH:36][CH:35]=1.C1COCC1. (6) Given the product [CH2:1]([O:3][C:4](=[O:26])[C:5]1[CH:10]=[C:9]([F:11])[C:8]([N:12]2[CH2:16][CH2:15][CH:14]([NH:17][C:18]([O:20][C:21]([CH3:24])([CH3:23])[CH3:22])=[O:19])[CH2:13]2)=[CH:7][C:6]=1[NH:30][CH:27]([CH3:29])[CH3:28])[CH3:2], predict the reactants needed to synthesize it. The reactants are: [CH2:1]([O:3][C:4](=[O:26])[C:5]1[CH:10]=[C:9]([F:11])[C:8]([N:12]2[CH2:16][CH2:15][CH:14]([NH:17][C:18]([O:20][C:21]([CH3:24])([CH3:23])[CH3:22])=[O:19])[CH2:13]2)=[CH:7][C:6]=1F)[CH3:2].[CH:27]([NH2:30])([CH3:29])[CH3:28]. (7) The reactants are: Cl[C:2]1[CH:11]=[CH:10][C:5]([C:6]([O:8]C)=[O:7])=[C:4]([N+:12]([O-:14])=[O:13])[CH:3]=1.[C:15]1(B(O)O)[CH:20]=[CH:19][CH:18]=[CH:17][CH:16]=1.C(=O)([O-])[O-].[Na+].[Na+].Cl. Given the product [N+:12]([C:4]1[CH:3]=[C:2]([C:15]2[CH:20]=[CH:19][CH:18]=[CH:17][CH:16]=2)[CH:11]=[CH:10][C:5]=1[C:6]([OH:8])=[O:7])([O-:14])=[O:13], predict the reactants needed to synthesize it. (8) Given the product [CH2:1]([O:3][C:4]([C:6]1[C:11]([CH3:12])=[N:10][C:9]([NH:13][CH2:14]/[CH:15]=[CH:16]/[C:28]2[CH:29]=[CH:30][C:31]([CH3:35])=[C:32]([OH:34])[CH:33]=2)=[N:8][C:7]=1[CH3:26])=[O:5])[CH3:2], predict the reactants needed to synthesize it. The reactants are: [CH2:1]([O:3][C:4]([C:6]1[C:7]([CH3:26])=[N:8][C:9]([NH:13][CH2:14]/[CH:15]=[CH:16]/B2OC(C)(C)C(C)(C)O2)=[N:10][C:11]=1[CH3:12])=[O:5])[CH3:2].Br[C:28]1[CH:29]=[CH:30][C:31]([CH3:35])=[C:32]([OH:34])[CH:33]=1.C(=O)([O-])[O-].[K+].[K+].CN(C=O)C.